Dataset: Reaction yield outcomes from USPTO patents with 853,638 reactions. Task: Predict the reaction yield, written as a fraction of the theoretical maximum amount of product (1.0 means a 100% yield; for example, 0.34 means a 34% yield). The reactants are [C:1]([C:3]1[C:4]([NH:9][C:10]([NH:12]C(=O)C2C=CC=CC=2)=[O:11])=[N:5][CH:6]=[CH:7][CH:8]=1)#[N:2].[OH-].[Na+]. The catalyst is CCO. The product is [NH2:2][C:1]1[C:3]2[CH:8]=[CH:7][CH:6]=[N:5][C:4]=2[NH:9][C:10](=[O:11])[N:12]=1. The yield is 0.550.